From a dataset of Catalyst prediction with 721,799 reactions and 888 catalyst types from USPTO. Predict which catalyst facilitates the given reaction. (1) Reactant: [NH2:1][C:2]1[C:3]([C:19]([NH:21][CH2:22][C:23]([C:25]2[CH:30]=[CH:29][CH:28]=[CH:27][CH:26]=2)=O)=[O:20])=[N:4][C:5]([N:8]2[CH2:13][CH2:12][N:11]([S:14]([CH2:17][CH3:18])(=[O:16])=[O:15])[CH2:10][CH2:9]2)=[CH:6][N:7]=1.C([O-])(O)=O.[Na+]. Product: [CH2:17]([S:14]([N:11]1[CH2:10][CH2:9][N:8]([C:5]2[N:4]=[C:3]([C:19]3[O:20][C:23]([C:25]4[CH:26]=[CH:27][CH:28]=[CH:29][CH:30]=4)=[CH:22][N:21]=3)[C:2]([NH2:1])=[N:7][CH:6]=2)[CH2:13][CH2:12]1)(=[O:15])=[O:16])[CH3:18]. The catalyst class is: 82. (2) Reactant: [C:1](O)(C(F)(F)F)=O.C(OC([NH:15][C:16]1[CH:21]=[CH:20][CH:19]=[CH:18][C:17]=1[C:22]1[NH:23][C:24]2[C:29]([C:30]=1[CH:31]1[CH2:36][CH2:35][CH2:34][CH2:33][CH2:32]1)=[CH:28][CH:27]=[C:26]([C:37]([O-:39])=[O:38])[CH:25]=2)=O)(C)(C)C. Product: [NH2:15][C:16]1[CH:21]=[CH:20][CH:19]=[CH:18][C:17]=1[C:22]1[NH:23][C:24]2[C:29]([C:30]=1[CH:31]1[CH2:32][CH2:33][CH2:34][CH2:35][CH2:36]1)=[CH:28][CH:27]=[C:26]([C:37]([O:39][CH3:1])=[O:38])[CH:25]=2. The catalyst class is: 2. (3) Reactant: [CH2:1]([O:8][NH:9][C:10](=[O:19])[CH2:11][CH2:12][CH2:13][CH2:14][CH2:15][CH2:16][CH2:17]Br)[C:2]1[CH:7]=[CH:6][CH:5]=[CH:4][CH:3]=1.[OH:20][C:21]1[CH:33]=[CH:32][C:31]2[C:30]3[C:25](=[CH:26][CH:27]=[CH:28][CH:29]=3)[C:24](=[O:34])[C:23]=2[CH:22]=1.C(=O)([O-])[O-].[K+].[K+]. Product: [CH2:1]([O:8][NH:9][C:10](=[O:19])[CH2:11][CH2:12][CH2:13][CH2:14][CH2:15][CH2:16][CH2:17][O:20][C:21]1[CH:33]=[CH:32][C:31]2[C:30]3[C:25](=[CH:26][CH:27]=[CH:28][CH:29]=3)[C:24](=[O:34])[C:23]=2[CH:22]=1)[C:2]1[CH:7]=[CH:6][CH:5]=[CH:4][CH:3]=1. The catalyst class is: 9. (4) Product: [CH3:1][C:2]1[CH:10]=[CH:9][CH:8]=[C:7]([CH3:11])[C:3]=1[C:4]([Cl:14])=[O:5]. The catalyst class is: 3. Reactant: [CH3:1][C:2]1[CH:10]=[CH:9][CH:8]=[C:7]([CH3:11])[C:3]=1[C:4](O)=[O:5].S(Cl)([Cl:14])=O. (5) Reactant: C([O:5][C:6](=[O:41])[CH2:7][CH2:8][CH:9]1[N:14]([C:15]([NH:17][C:18]2[S:19][C:20]([Cl:23])=[CH:21][CH:22]=2)=[O:16])[CH2:13][CH2:12][N:11]([C:24]2[C:34]([C:35]#[N:36])=[CH:33][C:27]([C:28]([O:30][CH2:31][CH3:32])=[O:29])=[C:26]([C:37]([F:40])([F:39])[F:38])[N:25]=2)[CH2:10]1)(C)(C)C.FC(F)(F)C(O)=O. Product: [Cl:23][C:20]1[S:19][C:18]([NH:17][C:15]([N:14]2[CH2:13][CH2:12][N:11]([C:24]3[C:34]([C:35]#[N:36])=[CH:33][C:27]([C:28]([O:30][CH2:31][CH3:32])=[O:29])=[C:26]([C:37]([F:40])([F:39])[F:38])[N:25]=3)[CH2:10][CH:9]2[CH2:8][CH2:7][C:6]([OH:41])=[O:5])=[O:16])=[CH:22][CH:21]=1. The catalyst class is: 2.